This data is from Peptide-MHC class I binding affinity with 185,985 pairs from IEDB/IMGT. The task is: Regression. Given a peptide amino acid sequence and an MHC pseudo amino acid sequence, predict their binding affinity value. This is MHC class I binding data. (1) The peptide sequence is AQMWTLMYF. The MHC is HLA-A02:06 with pseudo-sequence HLA-A02:06. The binding affinity (normalized) is 0.906. (2) The peptide sequence is ALYYVHSLL. The MHC is HLA-A02:06 with pseudo-sequence HLA-A02:06. The binding affinity (normalized) is 0.252. (3) The MHC is HLA-A31:01 with pseudo-sequence HLA-A31:01. The peptide sequence is AINSVPWSK. The binding affinity (normalized) is 0.346. (4) The peptide sequence is FGVRPQVPL. The MHC is HLA-B54:01 with pseudo-sequence HLA-B54:01. The binding affinity (normalized) is 0.184. (5) The peptide sequence is DLTDYLMKIL. The MHC is HLA-A02:02 with pseudo-sequence HLA-A02:02. The binding affinity (normalized) is 0.201. (6) The peptide sequence is ASDPSFPDI. The MHC is HLA-B07:02 with pseudo-sequence HLA-B07:02. The binding affinity (normalized) is 0.0847. (7) The peptide sequence is PLRNDGNRF. The MHC is HLA-B58:01 with pseudo-sequence HLA-B58:01. The binding affinity (normalized) is 0.0847. (8) The peptide sequence is ALFHKVQSY. The MHC is HLA-A11:01 with pseudo-sequence HLA-A11:01. The binding affinity (normalized) is 0.300. (9) The peptide sequence is AQALNTLVK. The MHC is HLA-A03:01 with pseudo-sequence HLA-A03:01. The binding affinity (normalized) is 0.491.